Dataset: Reaction yield outcomes from USPTO patents with 853,638 reactions. Task: Predict the reaction yield, written as a fraction of the theoretical maximum amount of product (1.0 means a 100% yield; for example, 0.34 means a 34% yield). The reactants are [C:1]([C:5]1[CH:9]=[C:8]([NH:10][C:11]([NH:13][C@@H:14]2[C:23]3[C:18](=[CH:19][CH:20]=[CH:21][CH:22]=3)[C@H:17]([O:24][C:25]3[CH:26]=[CH:27][C:28]4[N:29]([C:31]([C:34]5[C:39]([Cl:40])=[CH:38][CH:37]=[CH:36][C:35]=5[Cl:41])=[N:32][N:33]=4)[CH:30]=3)[CH2:16][CH2:15]2)=[O:12])[N:7]([CH2:42][CH2:43]OS(C)(=O)=O)[N:6]=1)([CH3:4])([CH3:3])[CH3:2].[CH3:49][NH:50][CH3:51]. The catalyst is C1COCC1. The product is [C:1]([C:5]1[CH:9]=[C:8]([NH:10][C:11]([NH:13][C@@H:14]2[C:23]3[C:18](=[CH:19][CH:20]=[CH:21][CH:22]=3)[C@H:17]([O:24][C:25]3[CH:26]=[CH:27][C:28]4[N:29]([C:31]([C:34]5[C:39]([Cl:40])=[CH:38][CH:37]=[CH:36][C:35]=5[Cl:41])=[N:32][N:33]=4)[CH:30]=3)[CH2:16][CH2:15]2)=[O:12])[N:7]([CH2:42][CH2:43][N:50]([CH3:51])[CH3:49])[N:6]=1)([CH3:3])([CH3:2])[CH3:4]. The yield is 0.430.